This data is from Full USPTO retrosynthesis dataset with 1.9M reactions from patents (1976-2016). The task is: Predict the reactants needed to synthesize the given product. (1) Given the product [C:24]([O:28][C:29]([NH:31][C@@H:32]([C:34]1[C:35]([F:63])=[C:36]([C:2]2[CH:11]=[C:10]3[C:5]([CH2:6][CH2:7][CH2:8][N:9]3[CH2:12][C:13]3[CH:18]=[CH:17][CH:16]=[CH:15][C:14]=3[CH2:19][C:20]([O:22][CH3:23])=[O:21])=[CH:4][CH:3]=2)[CH:37]=[CH:38][CH:39]=1)[CH3:33])=[O:30])([CH3:25])([CH3:26])[CH3:27], predict the reactants needed to synthesize it. The reactants are: Br[C:2]1[CH:11]=[C:10]2[C:5]([CH2:6][CH2:7][CH2:8][N:9]2[CH2:12][C:13]2[CH:18]=[CH:17][CH:16]=[CH:15][C:14]=2[CH2:19][C:20]([O:22][CH3:23])=[O:21])=[CH:4][CH:3]=1.[C:24]([O:28][C:29]([NH:31][C@@H:32]([C:34]1[C:35]([F:63])=[C:36](C2C=C(O)C=C(COC3C=CC=CC=3CC(OC(C)(C)C)=O)C=2)[CH:37]=[CH:38][CH:39]=1)[CH3:33])=[O:30])([CH3:27])([CH3:26])[CH3:25]. (2) Given the product [F:1][C:2]1[CH:3]=[CH:4][C:5]([N:8]2[C:12]3[CH:13]=[C:14]4[C@:19]([C:21]([C:23]5[S:24][CH:25]=[CH:26][N:27]=5)=[O:22])([CH2:20][C:11]=3[CH:10]=[N:9]2)[CH2:18][N:17]([S:51]([C:48]2[CH:49]=[CH:50][C:45]([F:44])=[CH:46][CH:47]=2)(=[O:53])=[O:52])[CH2:16][CH2:15]4)=[CH:6][CH:7]=1, predict the reactants needed to synthesize it. The reactants are: [F:1][C:2]1[CH:7]=[CH:6][C:5]([N:8]2[C:12]3[CH:13]=[C:14]4[C@:19]([C:21]([C:23]5[S:24][CH:25]=[CH:26][N:27]=5)=[O:22])([CH2:20][C:11]=3[CH:10]=[N:9]2)[CH2:18][N:17](C(OC(C)(C)C)=O)[CH2:16][CH2:15]4)=[CH:4][CH:3]=1.C(N(C(C)C)CC)(C)C.[F:44][C:45]1[CH:50]=[CH:49][C:48]([S:51](Cl)(=[O:53])=[O:52])=[CH:47][CH:46]=1. (3) Given the product [C:17]1([C:8]2[C:7]([CH:6]=[CH:5][C:4]([OH:23])=[O:3])=[CH:12][CH:11]=[C:10]([C:13]([F:16])([F:14])[F:15])[N:9]=2)[CH:18]=[CH:19][CH:20]=[CH:21][CH:22]=1, predict the reactants needed to synthesize it. The reactants are: C([O:3][C:4](=[O:23])[CH:5]=[CH:6][C:7]1[C:8]([C:17]2[CH:22]=[CH:21][CH:20]=[CH:19][CH:18]=2)=[N:9][C:10]([C:13]([F:16])([F:15])[F:14])=[CH:11][CH:12]=1)C.[Li+].[OH-]. (4) The reactants are: [NH:1]1[C:9]2[C:4](=[CH:5][CH:6]=[CH:7][CH:8]=2)[C:3]([C:10]([OH:12])=[O:11])=[N:2]1.S(=O)(=O)(O)O.[CH3:18]O. Given the product [NH:1]1[C:9]2[C:4](=[CH:5][CH:6]=[CH:7][CH:8]=2)[C:3]([C:10]([O:12][CH3:18])=[O:11])=[N:2]1, predict the reactants needed to synthesize it. (5) Given the product [CH3:25][C:20]1[O:21][C:22]([CH3:24])=[CH:23][C:19]=1[C:17]1[N:9]([C:6]2[CH:7]=[CH:8][C:3]([O:2][CH3:1])=[CH:4][CH:5]=2)[C:10]2[CH:15]=[CH:14][CH:13]=[CH:12][C:11]=2[N:16]=1, predict the reactants needed to synthesize it. The reactants are: [CH3:1][O:2][C:3]1[CH:8]=[CH:7][C:6]([NH:9][C:10]2[CH:15]=[CH:14][CH:13]=[CH:12][C:11]=2[NH:16][C:17]([C:19]2[CH:23]=[C:22]([CH3:24])[O:21][C:20]=2[CH3:25])=O)=[CH:5][CH:4]=1. (6) Given the product [CH:1]([O:4][C:5]1[CH:10]=[CH:9][C:8]([S:11]([N:14]2[CH2:15][CH2:16][N:17]([C:28]3[CH:29]=[CH:30][C:31]([C:35]4[O:36][CH:37]=[CH:38][N:39]=4)=[C:32]([OH:34])[CH:33]=3)[CH2:18][CH2:19]2)(=[O:12])=[O:13])=[CH:7][CH:6]=1)([CH3:3])[CH3:2], predict the reactants needed to synthesize it. The reactants are: [CH:1]([O:4][C:5]1[CH:10]=[CH:9][C:8]([S:11]([N:14]2[CH2:19][CH2:18][NH:17][CH2:16][CH2:15]2)(=[O:13])=[O:12])=[CH:7][CH:6]=1)([CH3:3])[CH3:2].CCC([O-])(C)C.[Na+].Cl[C:28]1[CH:29]=[CH:30][C:31]([C:35]2[O:36][CH:37]=[CH:38][N:39]=2)=[C:32]([OH:34])[CH:33]=1.Cl. (7) Given the product [CH3:32][N:2]([CH3:1])[C:6]1[CH:10]=[C:9]([C:11]2[CH:23]=[CH:22][C:14]([O:15][CH2:16][CH2:17][NH:18][C:19]([NH2:21])=[O:20])=[CH:13][CH:12]=2)[N:8]([C:24]2[CH:29]=[CH:28][C:27]([O:30][CH3:31])=[CH:26][CH:25]=2)[N:7]=1, predict the reactants needed to synthesize it. The reactants are: [C:1]([BH3-])#[N:2].[Na+].N[C:6]1[CH:10]=[C:9]([C:11]2[CH:23]=[CH:22][C:14]([O:15][CH2:16][CH2:17][NH:18][C:19]([NH2:21])=[O:20])=[CH:13][CH:12]=2)[N:8]([C:24]2[CH:29]=[CH:28][C:27]([O:30][CH3:31])=[CH:26][CH:25]=2)[N:7]=1.[CH3:32]O. (8) Given the product [O:9]=[C:8]1[C:7]2[CH:13]=[CH:14][CH:15]=[CH:16][C:6]=2[CH2:5][CH2:4][CH:3]([C:17]([O:19][CH2:20][CH3:21])=[O:18])[NH:2]1, predict the reactants needed to synthesize it. The reactants are: [Na].[NH2:2][CH:3]([C:17]([O:19][CH2:20][CH3:21])=[O:18])[CH2:4][CH2:5][C:6]1[CH:16]=[CH:15][CH:14]=[CH:13][C:7]=1[C:8](OCC)=[O:9].S(Cl)(Cl)=O. (9) Given the product [C:26]([O:25][C:23]([CH:22]([C:30]1[CH:31]=[CH:32][CH:33]=[CH:34][CH:35]=1)[N:8]1[C:4]2[CH:3]=[C:2]([I:1])[CH:18]=[CH:17][C:5]=2[N:6]([C:10]([O:12][C:13]([CH3:14])([CH3:15])[CH3:16])=[O:11])[C:7]1=[O:9])=[O:24])([CH3:29])([CH3:27])[CH3:28], predict the reactants needed to synthesize it. The reactants are: [I:1][C:2]1[CH:18]=[CH:17][C:5]2[N:6]([C:10]([O:12][C:13]([CH3:16])([CH3:15])[CH3:14])=[O:11])[C:7](=[O:9])[NH:8][C:4]=2[CH:3]=1.[H-].[Na+].Br[CH:22]([C:30]1[CH:35]=[CH:34][CH:33]=[CH:32][CH:31]=1)[C:23]([O:25][C:26]([CH3:29])([CH3:28])[CH3:27])=[O:24].[Cl-].[NH4+].